Dataset: Merck oncology drug combination screen with 23,052 pairs across 39 cell lines. Task: Regression. Given two drug SMILES strings and cell line genomic features, predict the synergy score measuring deviation from expected non-interaction effect. (1) Drug 1: O=C(O)C1(Cc2cccc(Nc3nccs3)n2)CCC(Oc2cccc(Cl)c2F)CC1. Drug 2: CCc1c2c(nc3ccc(O)cc13)-c1cc3c(c(=O)n1C2)COC(=O)C3(O)CC. Cell line: EFM192B. Synergy scores: synergy=-34.5. (2) Drug 1: CC(=O)OC1C(=O)C2(C)C(O)CC3OCC3(OC(C)=O)C2C(OC(=O)c2ccccc2)C2(O)CC(OC(=O)C(O)C(NC(=O)c3ccccc3)c3ccccc3)C(C)=C1C2(C)C. Drug 2: O=C(O)C1(Cc2cccc(Nc3nccs3)n2)CCC(Oc2cccc(Cl)c2F)CC1. Cell line: SKMEL30. Synergy scores: synergy=34.2.